This data is from Full USPTO retrosynthesis dataset with 1.9M reactions from patents (1976-2016). The task is: Predict the reactants needed to synthesize the given product. Given the product [Cl:38][CH2:39][C:40]([NH:27][C:26]1[CH:28]=[CH:29][CH:30]=[C:24]([CH2:23][CH:20]2[CH2:19][CH2:18][N:17]([CH2:16][CH2:15][O:14][C:10]3[CH:9]=[CH:8][CH:7]=[C:6]4[C:11]=3[CH:12]=[CH:13][C:4]([CH3:3])=[N:5]4)[CH2:22][CH2:21]2)[CH:25]=1)=[O:41], predict the reactants needed to synthesize it. The reactants are: Cl.Cl.[CH3:3][C:4]1[CH:13]=[CH:12][C:11]2[C:6](=[CH:7][CH:8]=[CH:9][C:10]=2[O:14][CH2:15][CH2:16][N:17]2[CH2:22][CH2:21][CH:20]([CH2:23][C:24]3[CH:25]=[C:26]([CH:28]=[CH:29][CH:30]=3)[NH2:27])[CH2:19][CH2:18]2)[N:5]=1.C(N(CC)CC)C.[Cl:38][CH2:39][C:40](Cl)=[O:41].